From a dataset of Full USPTO retrosynthesis dataset with 1.9M reactions from patents (1976-2016). Predict the reactants needed to synthesize the given product. Given the product [CH2:1]([C:5]1[C:14]2[C:9](=[CH:10][C:11]([O:15][CH3:16])=[CH:12][CH:13]=2)[C:8]([Cl:20])=[N:7][N:6]=1)[CH2:2][CH2:3][CH3:4], predict the reactants needed to synthesize it. The reactants are: [CH2:1]([C:5]1[C:14]2[C:9](=[CH:10][C:11]([O:15][CH3:16])=[CH:12][CH:13]=2)[C:8](=O)[NH:7][N:6]=1)[CH2:2][CH2:3][CH3:4].P(Cl)(Cl)([Cl:20])=O.